This data is from Forward reaction prediction with 1.9M reactions from USPTO patents (1976-2016). The task is: Predict the product of the given reaction. (1) Given the reactants Cl[C:2]1[C:3]2[CH:10]=[CH:9][NH:8][C:4]=2[N:5]=[CH:6][N:7]=1.[NH2:11][C:12]1[C:21]([O:22][CH3:23])=[CH:20][C:15]2[NH:16][C:17](=[O:19])[S:18][C:14]=2[CH:13]=1, predict the reaction product. The product is: [CH3:23][O:22][C:21]1[C:12]([NH:11][C:2]2[C:3]3[CH:10]=[CH:9][NH:8][C:4]=3[N:5]=[CH:6][N:7]=2)=[CH:13][C:14]2[S:18][C:17](=[O:19])[NH:16][C:15]=2[CH:20]=1. (2) Given the reactants [Cl:1][C:2]1[CH:3]=[C:4]([C:8]2[C:9]3[N:18]([CH2:19][C@H:20]4[CH2:25][CH2:24][C@H:23]([CH3:26])[CH2:22][CH2:21]4)[CH:17]=[C:16](/[CH:27]=[CH:28]/[C:29]4[CH:30]=[N:31][CH:32]=[CH:33][CH:34]=4)[C:10]=3[N:11]=[C:12]([C:14]#[N:15])[N:13]=2)[CH:5]=[N:6][CH:7]=1, predict the reaction product. The product is: [Cl:1][C:2]1[CH:3]=[C:4]([C:8]2[C:9]3[N:18]([CH2:19][C@H:20]4[CH2:25][CH2:24][C@H:23]([CH3:26])[CH2:22][CH2:21]4)[CH:17]=[C:16]([CH2:27][CH2:28][C:29]4[CH:30]=[N:31][CH:32]=[CH:33][CH:34]=4)[C:10]=3[N:11]=[C:12]([C:14]#[N:15])[N:13]=2)[CH:5]=[N:6][CH:7]=1. (3) Given the reactants [Br:1][C:2]1[CH:7]=[CH:6][C:5]([NH:8][C:9]2[NH:10][C:11]3[C:12](=[O:23])[CH2:13][CH2:14][CH2:15][C:16]=3[C:17]=2[C:18]([O:20][CH2:21][CH3:22])=[O:19])=[C:4]([F:24])[CH:3]=1.[C:25](=O)([O-])[O-].[Cs+].[Cs+].COS(OC)(=O)=O, predict the reaction product. The product is: [Br:1][C:2]1[CH:7]=[CH:6][C:5]([NH:8][C:9]2[N:10]([CH3:25])[C:11]3[C:12](=[O:23])[CH2:13][CH2:14][CH2:15][C:16]=3[C:17]=2[C:18]([O:20][CH2:21][CH3:22])=[O:19])=[C:4]([F:24])[CH:3]=1. (4) Given the reactants C([O:3][C:4](=O)[NH:5][CH2:6][CH2:7][C:8]1[CH:13]=[CH:12][C:11]([Cl:14])=[C:10]([Cl:15])[CH:9]=1)C.O=P12OP3(OP(OP(O3)(O1)=O)(=O)O2)=O, predict the reaction product. The product is: [Cl:15][C:10]1[CH:9]=[C:8]2[C:13](=[CH:12][C:11]=1[Cl:14])[C:4](=[O:3])[NH:5][CH2:6][CH2:7]2. (5) Given the reactants [Cl:1][C:2]1[C:3]([N+:18]([O-])=O)=[C:4]2[C:9](=[CH:10][CH:11]=1)[C:8](=[O:12])[N:7]([C@H:13]([CH3:17])[C:14]([NH2:16])=[O:15])[CH:6]=[CH:5]2.C(O)C.[Cl-].[NH4+].O, predict the reaction product. The product is: [NH2:18][C:3]1[C:2]([Cl:1])=[CH:11][CH:10]=[C:9]2[C:4]=1[CH:5]=[CH:6][N:7]([C@H:13]([CH3:17])[C:14]([NH2:16])=[O:15])[C:8]2=[O:12]. (6) Given the reactants [CH3:1]C(C)([O-])C.[K+].[O:7]1[C:11]2([CH2:16][CH2:15][C:14](=O)[CH2:13][CH2:12]2)[O:10][CH2:9][CH2:8]1, predict the reaction product. The product is: [CH2:1]=[C:14]1[CH2:15][CH2:16][C:11]2([O:10][CH2:9][CH2:8][O:7]2)[CH2:12][CH2:13]1. (7) Given the reactants [Br:1][C:2]1[CH:3]=[C:4]([CH:7]=[C:8]([Br:10])[CH:9]=1)[CH:5]=O.[CH:11]1([NH2:14])[CH2:13][CH2:12]1.S([O-])([O-])(=O)=O.[Mg+2].[BH4-].[Na+], predict the reaction product. The product is: [Br:1][C:2]1[CH:3]=[C:4]([CH2:5][NH:14][CH:11]2[CH2:13][CH2:12]2)[CH:7]=[C:8]([Br:10])[CH:9]=1. (8) Given the reactants [CH3:1][O:2][C:3]([CH:5]1[C:10]([Cl:12])([Cl:11])[C:9](=[N:13][OH:14])[CH2:8][CH:7]([C:15]2[CH:20]=[CH:19][C:18]([Cl:21])=[C:17]([O:22][CH3:23])[C:16]=2[F:24])[NH:6]1)=[O:4].[C:25]([O:28]C(=O)C)(=[O:27])[CH3:26], predict the reaction product. The product is: [CH3:1][O:2][C:3]([CH:5]1[C:10]([Cl:11])([Cl:12])/[C:9](=[N:13]/[O:14][O:28][C:25](=[O:27])[CH3:26])/[CH2:8][CH:7]([C:15]2[CH:20]=[CH:19][C:18]([Cl:21])=[C:17]([O:22][CH3:23])[C:16]=2[F:24])[NH:6]1)=[O:4].